Dataset: Reaction yield outcomes from USPTO patents with 853,638 reactions. Task: Predict the reaction yield, written as a fraction of the theoretical maximum amount of product (1.0 means a 100% yield; for example, 0.34 means a 34% yield). (1) The reactants are [Cl-].O[NH3+:3].[C:4](=[O:7])([O-])[OH:5].[Na+].CS(C)=O.[F:13][C:14]1[CH:15]=[C:16]([C:47]2[C:48]([C:53]#[N:54])=[CH:49][CH:50]=[CH:51][CH:52]=2)[CH:17]=[CH:18][C:19]=1[CH2:20][C:21]1[C:22](=[O:46])[N:23]([C@H:34]2[CH2:39][CH2:38][C@H:37]([O:40][CH2:41][C:42]([OH:45])([CH3:44])[CH3:43])[CH2:36][CH2:35]2)[C:24]2[N:25]([N:30]=[C:31]([CH3:33])[N:32]=2)[C:26]=1[CH2:27][CH2:28][CH3:29]. The catalyst is O.C(OCC)(=O)C. The product is [F:13][C:14]1[CH:15]=[C:16]([C:47]2[CH:52]=[CH:51][CH:50]=[CH:49][C:48]=2[C:53]2[NH:3][C:4](=[O:7])[O:5][N:54]=2)[CH:17]=[CH:18][C:19]=1[CH2:20][C:21]1[C:22](=[O:46])[N:23]([C@H:34]2[CH2:39][CH2:38][C@H:37]([O:40][CH2:41][C:42]([OH:45])([CH3:44])[CH3:43])[CH2:36][CH2:35]2)[C:24]2[N:25]([N:30]=[C:31]([CH3:33])[N:32]=2)[C:26]=1[CH2:27][CH2:28][CH3:29]. The yield is 0.690. (2) The reactants are [NH2:1][C:2]1[CH:10]=[CH:9][CH:8]=[C:7]2[C:3]=1[C:4](=[O:20])[N:5]([CH:12]1[CH2:17][CH2:16][C:15](=[O:18])[NH:14][C:13]1=[O:19])[C:6]2=[O:11].[C:21]1([CH2:27][C:28](Cl)=[O:29])[CH:26]=[CH:25][CH:24]=[CH:23][CH:22]=1. The catalyst is C1COCC1. The product is [O:19]=[C:13]1[CH:12]([N:5]2[C:4](=[O:20])[C:3]3[C:7](=[CH:8][CH:9]=[CH:10][C:2]=3[NH:1][C:28](=[O:29])[CH2:27][C:21]3[CH:26]=[CH:25][CH:24]=[CH:23][CH:22]=3)[C:6]2=[O:11])[CH2:17][CH2:16][C:15](=[O:18])[NH:14]1. The yield is 0.920. (3) The reactants are [Br:1][C:2]1[CH:3]=[N:4][C:5]([C:8]2[CH:13]=[CH:12][C:11]([CH2:14][C@H:15]([NH:19][C:20](=[O:31])[C:21]3[CH:26]=[CH:25][C:24]([C:27]([CH3:30])([CH3:29])[CH3:28])=[CH:23][CH:22]=3)[C:16]([OH:18])=O)=[CH:10][CH:9]=2)=[N:6][CH:7]=1.[NH2:32][C@@H:33]([C:35]([O:37][C:38]([CH3:41])([CH3:40])[CH3:39])=[O:36])[CH3:34].CCN(CC)CC.CN(C(ON1N=NC2C=CC=NC1=2)=[N+](C)C)C.F[P-](F)(F)(F)(F)F. The catalyst is CN(C=O)C. The product is [Br:1][C:2]1[CH:3]=[N:4][C:5]([C:8]2[CH:13]=[CH:12][C:11]([CH2:14][C@H:15]([NH:19][C:20](=[O:31])[C:21]3[CH:22]=[CH:23][C:24]([C:27]([CH3:28])([CH3:29])[CH3:30])=[CH:25][CH:26]=3)[C:16]([NH:32][C@@H:33]([C:35]([O:37][C:38]([CH3:41])([CH3:40])[CH3:39])=[O:36])[CH3:34])=[O:18])=[CH:10][CH:9]=2)=[N:6][CH:7]=1. The yield is 0.760. (4) The reactants are [F:1][C:2]1[CH:24]=[C:23]([O:25][C:26]([F:29])([F:28])[F:27])[CH:22]=[CH:21][C:3]=1[CH2:4][NH:5][C:6]1[C:7]([NH2:20])=[CH:8][CH:9]=[C:10]([O:12][CH2:13][C:14]2[CH:18]=[CH:17][N:16]([CH3:19])[N:15]=2)[CH:11]=1.S([O-])([O-])=O.[Na+].[Na+].[C:36](=[O:39])(O)[O-:37].[Na+]. The catalyst is C(O)C.O. The product is [F:1][C:2]1[CH:24]=[C:23]([O:25][C:26]([F:27])([F:29])[F:28])[CH:22]=[CH:21][C:3]=1[CH2:4][N:5]1[C:6]2[CH:11]=[C:10]([O:12][CH2:13][C:14]3[CH:18]=[CH:17][N:16]([CH3:19])[N:15]=3)[CH:9]=[CH:8][C:7]=2[N:20]=[C:4]1[C@H:3]1[CH2:21][CH2:22][CH2:23][CH2:24][C@H:2]1[C:36]([OH:37])=[O:39]. The yield is 0.602.